Dataset: Reaction yield outcomes from USPTO patents with 853,638 reactions. Task: Predict the reaction yield, written as a fraction of the theoretical maximum amount of product (1.0 means a 100% yield; for example, 0.34 means a 34% yield). (1) The reactants are Cl.[CH3:2][C:3]1([CH3:21])[C:7]([CH3:9])([CH3:8])[O:6][B:5]([C:10]2[CH:11]=[CH:12][C:13]3[O:19][CH2:18][CH2:17][NH:16][CH2:15][C:14]=3[CH:20]=2)[O:4]1.CCN(C(C)C)C(C)C.Cl[C:32]1[C:37]([CH2:38][C:39]2[CH:44]=[CH:43][C:42]([F:45])=[CH:41][CH:40]=2)=[C:36]([CH3:46])[N:35]=[CH:34][N:33]=1. The catalyst is CN1C(=O)CCC1. The product is [F:45][C:42]1[CH:41]=[CH:40][C:39]([CH2:38][C:37]2[C:32]([N:16]3[CH2:15][C:14]4[CH:20]=[C:10]([B:5]5[O:4][C:3]([CH3:21])([CH3:2])[C:7]([CH3:8])([CH3:9])[O:6]5)[CH:11]=[CH:12][C:13]=4[O:19][CH2:18][CH2:17]3)=[N:33][CH:34]=[N:35][C:36]=2[CH3:46])=[CH:44][CH:43]=1. The yield is 0.470. (2) The reactants are [CH2:1]([O:3][C:4](=[O:42])[CH2:5][CH2:6][CH2:7][O:8][C:9]1[CH:14]=[CH:13][CH:12]=[C:11]([CH2:15][CH2:16][CH2:17][CH2:18][CH2:19][CH2:20][O:21][C:22]2[CH:27]=[C:26]([S:28]([CH2:31][CH2:32][CH3:33])(=[O:30])=[O:29])[CH:25]=[C:24](Br)[CH:23]=2)[C:10]=1[CH2:35][CH2:36][C:37]([O:39][CH2:40][CH3:41])=[O:38])[CH3:2].[F:43][C:44]1[CH:49]=[CH:48][C:47](B(O)O)=[CH:46][CH:45]=1.C(=O)([O-])[O-].[Cs+].[Cs+]. The catalyst is C1C=CC(P(C2C=CC=CC=2)[C-]2C=CC=C2)=CC=1.C1C=CC(P(C2C=CC=CC=2)[C-]2C=CC=C2)=CC=1.Cl[Pd]Cl.[Fe+2]. The product is [CH2:1]([O:3][C:4](=[O:42])[CH2:5][CH2:6][CH2:7][O:8][C:9]1[CH:14]=[CH:13][CH:12]=[C:11]([CH2:15][CH2:16][CH2:17][CH2:18][CH2:19][CH2:20][O:21][C:22]2[CH:23]=[C:24]([C:47]3[CH:48]=[CH:49][C:44]([F:43])=[CH:45][CH:46]=3)[CH:25]=[C:26]([S:28]([CH2:31][CH2:32][CH3:33])(=[O:30])=[O:29])[CH:27]=2)[C:10]=1[CH2:35][CH2:36][C:37]([O:39][CH2:40][CH3:41])=[O:38])[CH3:2]. The yield is 0.920. (3) The reactants are Cl[CH2:2][CH:3]=O.[NH2:5][CH2:6][CH2:7][NH:8][CH2:9][CH2:10][NH:11][CH2:12][CH2:13][NH2:14]. The catalyst is C(#N)C. The product is [NH:8]1[CH:9]2[CH2:10][N:11]([CH2:12][CH2:13][NH2:14])[CH2:2][CH2:3][N:5]2[CH2:6][CH2:7]1. The yield is 1.00. (4) The reactants are Cl[C:2]1[C:3]([NH:19][C:20]2[CH:24]=[C:23]([CH:25]3[CH2:27][CH2:26]3)[NH:22][N:21]=2)=[N:4][C:5]([NH:9][C@H:10]([C:12]2[CH:17]=[CH:16][C:15]([F:18])=[CH:14][CH:13]=2)[CH3:11])=[C:6](Cl)[CH:7]=1.CCOCC. The catalyst is Cl. The product is [CH:25]1([C:23]2[NH:22][N:21]=[C:20]([NH:19][C:3]3[CH:2]=[CH:7][CH:6]=[C:5]([NH:9][C@H:10]([C:12]4[CH:17]=[CH:16][C:15]([F:18])=[CH:14][CH:13]=4)[CH3:11])[N:4]=3)[CH:24]=2)[CH2:27][CH2:26]1. The yield is 0.250. (5) The reactants are Cl[C:2]1[C:11]2[C:6](=[CH:7][CH:8]=[CH:9][CH:10]=2)[CH:5]=[CH:4][N:3]=1.[CH3:12][O:13][C:14]1[CH:19]=[CH:18][C:17]([NH:20][CH3:21])=[CH:16][CH:15]=1. No catalyst specified. The product is [C:2]1([N:20]([C:17]2[CH:18]=[CH:19][C:14]([O:13][CH3:12])=[CH:15][CH:16]=2)[CH3:21])[C:11]2[C:6](=[CH:7][CH:8]=[CH:9][CH:10]=2)[CH:5]=[CH:4][N:3]=1. The yield is 0.570. (6) The reactants are O1C=C(CN)N=C1.[CH3:8][N:9]1[C:13]([CH3:14])=[CH:12][C:11]([CH2:15][NH2:16])=[N:10]1.[F:17][C:18]1[CH:39]=[CH:38][C:21]([CH2:22][N:23]2[CH2:27][CH2:26][N:25]([C:28]3[CH:29]=[C:30]([CH:34]=[CH:35][N:36]=3)[C:31](O)=[O:32])[C:24]2=[O:37])=[CH:20][CH:19]=1. No catalyst specified. The product is [CH3:8][N:9]1[C:13]([CH3:14])=[CH:12][C:11]([CH2:15][NH:16][C:31](=[O:32])[C:30]2[CH:34]=[CH:35][N:36]=[C:28]([N:25]3[CH2:26][CH2:27][N:23]([CH2:22][C:21]4[CH:20]=[CH:19][C:18]([F:17])=[CH:39][CH:38]=4)[C:24]3=[O:37])[CH:29]=2)=[N:10]1. The yield is 0.700. (7) The reactants are [C:1]([O:5][C:6]([N:8]1[CH2:12][CH2:11][CH2:10][C@H:9]1[C:13]1[NH:14][C:15]([C:18]2[CH:19]=[N:20][C:21]([C:24]3[CH:29]=[CH:28][C:27]([C:30]4[NH:31][C:32]([C@@H:35]5[CH2:39][CH2:38][CH2:37][N:36]5C(OCC5C=CC=CC=5)=O)=[N:33][CH:34]=4)=[CH:26][CH:25]=3)=[N:22][CH:23]=2)=[CH:16][N:17]=1)=[O:7])([CH3:4])([CH3:3])[CH3:2].C([O-])([O-])=O.[K+].[K+].O. The catalyst is CO.[Pd]. The product is [C:1]([O:5][C:6]([N:8]1[CH2:12][CH2:11][CH2:10][C@H:9]1[C:13]1[NH:14][C:15]([C:18]2[CH:23]=[N:22][C:21]([C:24]3[CH:29]=[CH:28][C:27]([C:30]4[NH:31][C:32]([C@@H:35]5[CH2:39][CH2:38][CH2:37][NH:36]5)=[N:33][CH:34]=4)=[CH:26][CH:25]=3)=[N:20][CH:19]=2)=[CH:16][N:17]=1)=[O:7])([CH3:4])([CH3:2])[CH3:3]. The yield is 0.560. (8) The reactants are [CH:1]([NH2:4])([CH3:3])[CH3:2].C(N(CC)CC)C.[N+:12]([C:15]1[CH:20]=[CH:19][C:18]([S:21](Cl)(=[O:23])=[O:22])=[CH:17][CH:16]=1)([O-:14])=[O:13]. The catalyst is ClCCl. The product is [CH:1]([NH:4][S:21]([C:18]1[CH:17]=[CH:16][C:15]([N+:12]([O-:14])=[O:13])=[CH:20][CH:19]=1)(=[O:22])=[O:23])([CH3:3])[CH3:2]. The yield is 0.960. (9) The reactants are [N:1]1([C:7]2[S:8]/[C:9](=[CH:13]\[C:14]3[CH:19]=[CH:18][C:17]([F:20])=[CH:16][C:15]=3[OH:21])/[C:10](=[O:12])[N:11]=2)[CH2:6][CH2:5][CH2:4][CH2:3][NH:2]1.[C:22]([Cl:25])(=[O:24])[NH2:23].[CH2:26]([N:28]([CH2:35][CH3:36])[CH:29]1[CH2:34][CH2:33]N[CH2:31][CH2:30]1)[CH3:27]. No catalyst specified. The product is [ClH:25].[ClH:25].[CH2:26]([N:28]([CH2:35][CH3:36])[CH:29]1[CH2:34][CH2:33][N:23]([C:22]([O:21][C:15]2[CH:16]=[C:17]([F:20])[CH:18]=[CH:19][C:14]=2/[CH:13]=[C:9]2\[C:10](=[O:12])[N:11]=[C:7]([N:1]3[CH2:6][CH2:5][CH2:4][CH2:3][NH:2]3)[S:8]\2)=[O:24])[CH2:31][CH2:30]1)[CH3:27]. The yield is 0.210. (10) The reactants are [CH2:1]([N:4]1[C:18](=[O:19])[C:17]2[C:11]3([CH2:16][CH2:15][CH2:14][CH2:13][CH2:12]3)[CH2:10][C:9]3[CH:20]=[CH:21][CH:22]=[CH:23][C:8]=3[C:7]=2[N:6]=[C:5]1[S:24]([CH3:27])(=O)=O)[CH:2]=[CH2:3].C(=O)([O-])[O-].[K+].[K+].C(N)C.O1CCCC1. The catalyst is C(OCC)C.CN(C)C=O. The product is [CH2:1]([N:4]1[C:18](=[O:19])[C:17]2[C:11]3([CH2:12][CH2:13][CH2:14][CH2:15][CH2:16]3)[CH2:10][C:9]3[CH:20]=[CH:21][CH:22]=[CH:23][C:8]=3[C:7]=2[N:6]=[C:5]1[S:24][CH3:27])[CH:2]=[CH2:3]. The yield is 0.850.